Predict the reactants needed to synthesize the given product. From a dataset of Full USPTO retrosynthesis dataset with 1.9M reactions from patents (1976-2016). (1) Given the product [CH2:15]([O:14][C:13](=[O:17])[CH2:12][C:4]1[CH:5]=[C:6]([C:8]([F:9])([F:10])[F:11])[CH:7]=[C:2]([Cl:1])[N:3]=1)[CH3:16], predict the reactants needed to synthesize it. The reactants are: [Cl:1][C:2]1[CH:7]=[C:6]([C:8]([F:11])([F:10])[F:9])[CH:5]=[C:4]([CH3:12])[N:3]=1.[C:13](=O)([O:17]CC)[O:14][CH2:15][CH3:16]. (2) Given the product [CH3:1][O:2][C:3]1[C:4]([N:9]2[CH2:10][CH2:11][CH:12]([CH2:15][N:16]3[CH2:25][C:24]4[C:19](=[CH:20][CH:21]=[CH:22][CH:23]=4)[N:18]([C:28]4[CH:33]=[CH:32][N:31]=[C:30]([C:34]#[N:35])[CH:29]=4)[C:17]3=[O:26])[CH2:13][CH2:14]2)=[N:5][CH:6]=[N:7][CH:8]=1, predict the reactants needed to synthesize it. The reactants are: [CH3:1][O:2][C:3]1[C:4]([N:9]2[CH2:14][CH2:13][CH:12]([CH2:15][N:16]3[CH2:25][C:24]4[C:19](=[CH:20][CH:21]=[CH:22][CH:23]=4)[NH:18][C:17]3=[O:26])[CH2:11][CH2:10]2)=[N:5][CH:6]=[N:7][CH:8]=1.I[C:28]1[CH:33]=[CH:32][N:31]=[C:30]([C:34]#[N:35])[CH:29]=1.